This data is from Reaction yield outcomes from USPTO patents with 853,638 reactions. The task is: Predict the reaction yield, written as a fraction of the theoretical maximum amount of product (1.0 means a 100% yield; for example, 0.34 means a 34% yield). The reactants are [F:1][C:2]1[CH:7]=[CH:6][C:5]([C:8]2[CH2:13][CH2:12][CH:11]([CH2:14][CH2:15][C@H:16]3[CH2:21][CH2:20][C@H:19]([CH2:22][CH2:23][CH3:24])[CH2:18][CH2:17]3)[C:10](=[O:25])[CH:9]=2)=[CH:4][CH:3]=1.[OH-].[K+].C(O)C.[H][H]. The catalyst is [Pd].O1CCCC1. The product is [F:1][C:2]1[CH:3]=[CH:4][C:5]([C@@H:8]2[CH2:9][C:10](=[O:25])[C@@H:11]([CH2:14][CH2:15][C@H:16]3[CH2:17][CH2:18][C@H:19]([CH2:22][CH2:23][CH3:24])[CH2:20][CH2:21]3)[CH2:12][CH2:13]2)=[CH:6][CH:7]=1. The yield is 0.820.